Dataset: Full USPTO retrosynthesis dataset with 1.9M reactions from patents (1976-2016). Task: Predict the reactants needed to synthesize the given product. (1) Given the product [C:3]([OH:31])(=[O:2])[CH3:4].[CH3:1][O:2][C:3](=[O:31])[CH2:4][CH:5]([NH2:16])[C:6]1[CH:11]=[CH:10][C:9]([O:12][CH3:13])=[C:8]([O:14][CH3:15])[CH:7]=1, predict the reactants needed to synthesize it. The reactants are: [CH3:1][O:2][C:3](=[O:31])[CH2:4][CH:5]([N:16](CC1C=CC=CC=1)CC1C=CC=CC=1)[C:6]1[CH:11]=[CH:10][C:9]([O:12][CH3:13])=[C:8]([O:14][CH3:15])[CH:7]=1.C(O)(=O)C. (2) Given the product [CH3:23][O:24][C:25]1[C:30]([O:31][CH3:32])=[C:29]([C:2]2[C:3]3[C:12]([C:13]#[N:14])=[CH:11][NH:10][C:4]=3[N:5]=[C:6]([S:8][CH3:9])[N:7]=2)[CH:28]=[CH:27][CH:26]=1, predict the reactants needed to synthesize it. The reactants are: Cl[C:2]1[C:3]2[C:12]([C:13]#[N:14])=[CH:11][N:10](COCC[Si](C)(C)C)[C:4]=2[N:5]=[C:6]([S:8][CH3:9])[N:7]=1.[CH3:23][O:24][C:25]1[CH:26]=[C:27](B(O)O)[CH:28]=[CH:29][C:30]=1[O:31][CH3:32].CCCC[N+](CCCC)(CCCC)CCCC.[F-].C(N)CN. (3) Given the product [Si:17]([O:9][CH2:8][CH2:7][C:5]1[O:6][C:2]([Cl:1])=[CH:3][C:4]=1[CH:10]=[O:11])([C:20]([CH3:23])([CH3:22])[CH3:21])([CH3:19])[CH3:18], predict the reactants needed to synthesize it. The reactants are: [Cl:1][C:2]1[O:6][C:5]([CH2:7][CH2:8][OH:9])=[C:4]([CH:10]=[O:11])[CH:3]=1.N1C=CN=C1.[Si:17](Cl)([C:20]([CH3:23])([CH3:22])[CH3:21])([CH3:19])[CH3:18].